This data is from Full USPTO retrosynthesis dataset with 1.9M reactions from patents (1976-2016). The task is: Predict the reactants needed to synthesize the given product. The reactants are: C1([O:7][C:8]([C:10]2[CH:19]=[C:18]([S:20]([C:23]3[CH:28]=[CH:27][CH:26]=[CH:25][CH:24]=3)(=[O:22])=[O:21])[C:17]3[C:12](=[CH:13][CH:14]=[CH:15][CH:16]=3)[C:11]=2[OH:29])=O)C=CC=CC=1.[F:30][C:31]([S:34][C:35]1[CH:41]=[CH:40][C:38]([NH2:39])=[CH:37][CH:36]=1)([F:33])[F:32]. Given the product [F:30][C:31]([S:34][C:35]1[CH:41]=[CH:40][C:38]([NH:39][C:8]([C:10]2[CH:19]=[C:18]([S:20]([C:23]3[CH:28]=[CH:27][CH:26]=[CH:25][CH:24]=3)(=[O:21])=[O:22])[C:17]3[C:12](=[CH:13][CH:14]=[CH:15][CH:16]=3)[C:11]=2[OH:29])=[O:7])=[CH:37][CH:36]=1)([F:33])[F:32], predict the reactants needed to synthesize it.